This data is from TCR-epitope binding with 47,182 pairs between 192 epitopes and 23,139 TCRs. The task is: Binary Classification. Given a T-cell receptor sequence (or CDR3 region) and an epitope sequence, predict whether binding occurs between them. The epitope is GTSGSPIINR. The TCR CDR3 sequence is CASSLVASGAISTDTQYF. Result: 1 (the TCR binds to the epitope).